Regression. Given two drug SMILES strings and cell line genomic features, predict the synergy score measuring deviation from expected non-interaction effect. From a dataset of Merck oncology drug combination screen with 23,052 pairs across 39 cell lines. (1) Drug 1: CS(=O)(=O)CCNCc1ccc(-c2ccc3ncnc(Nc4ccc(OCc5cccc(F)c5)c(Cl)c4)c3c2)o1. Drug 2: NC(=O)c1cccc2cn(-c3ccc(C4CCCNC4)cc3)nc12. Cell line: SKMES1. Synergy scores: synergy=10.6. (2) Drug 2: NC1(c2ccc(-c3nc4ccn5c(=O)[nH]nc5c4cc3-c3ccccc3)cc2)CCC1. Synergy scores: synergy=-3.80. Cell line: OVCAR3. Drug 1: N#Cc1ccc(Cn2cncc2CN2CCN(c3cccc(Cl)c3)C(=O)C2)cc1. (3) Drug 1: CN1C(=O)C=CC2(C)C3CCC4(C)C(NC(=O)OCC(F)(F)F)CCC4C3CCC12. Drug 2: C=CCn1c(=O)c2cnc(Nc3ccc(N4CCN(C)CC4)cc3)nc2n1-c1cccc(C(C)(C)O)n1. Cell line: A2058. Synergy scores: synergy=10.8. (4) Drug 1: CS(=O)(=O)CCNCc1ccc(-c2ccc3ncnc(Nc4ccc(OCc5cccc(F)c5)c(Cl)c4)c3c2)o1. Drug 2: NC1(c2ccc(-c3nc4ccn5c(=O)[nH]nc5c4cc3-c3ccccc3)cc2)CCC1. Cell line: KPL1. Synergy scores: synergy=42.5. (5) Drug 1: NC(=O)c1cccc2cn(-c3ccc(C4CCCNC4)cc3)nc12. Drug 2: NC1CCCCC1N.O=C(O)C(=O)O.[Pt+2]. Cell line: OVCAR3. Synergy scores: synergy=9.04. (6) Drug 1: N.N.O=C(O)C1(C(=O)O)CCC1.[Pt]. Drug 2: NC(=O)c1cccc2cn(-c3ccc(C4CCCNC4)cc3)nc12. Cell line: SW837. Synergy scores: synergy=-18.4.